Dataset: Full USPTO retrosynthesis dataset with 1.9M reactions from patents (1976-2016). Task: Predict the reactants needed to synthesize the given product. (1) Given the product [F:27][CH2:28][CH2:29][O:20][C:16]1[CH:17]=[C:18]2[C:13]([N:12]=[CH:11][C:10]([C:7]3[CH:8]=[CH:9][C:4]([NH2:1])=[CH:5][CH:6]=3)=[N:19]2)=[CH:14][CH:15]=1, predict the reactants needed to synthesize it. The reactants are: [N+:1]([C:4]1[CH:9]=[CH:8][C:7]([C:10]2[CH:11]=[N:12][C:13]3[C:18]([N:19]=2)=[CH:17][C:16]([OH:20])=[CH:15][CH:14]=3)=[CH:6][CH:5]=1)([O-])=O.C(=O)([O-])[O-].[K+].[K+].[F:27][CH2:28][CH2:29]OS(C1C=CC(C)=CC=1)(=O)=O. (2) Given the product [Cl:1][C:2]1[CH:3]=[CH:4][C:5]([CH2:8][CH2:9][C:10]([O:12][CH3:13])=[O:11])=[CH:6][CH:7]=1, predict the reactants needed to synthesize it. The reactants are: [Cl:1][C:2]1[CH:7]=[CH:6][C:5]([CH2:8][CH2:9][C:10]([OH:12])=[O:11])=[CH:4][CH:3]=1.[CH3:13][Si](C=[N+]=[N-])(C)C. (3) Given the product [Br:1][C:2]1[CH:7]=[CH:6][N:5]([CH:10]([CH3:18])[C:11]([O:13][C:14]([CH3:17])([CH3:16])[CH3:15])=[O:12])[C:4](=[O:8])[CH:3]=1, predict the reactants needed to synthesize it. The reactants are: [Br:1][C:2]1[CH:7]=[CH:6][NH:5][C:4](=[O:8])[CH:3]=1.Br[CH:10]([CH3:18])[C:11]([O:13][C:14]([CH3:17])([CH3:16])[CH3:15])=[O:12]. (4) Given the product [Cl:17][C:4]1[N:3]=[C:2]([NH:21][CH2:20][C:19]([CH3:24])([CH3:18])[CH2:22][NH2:23])[CH:7]=[C:6]([C:8]2[C:16]3[C:11](=[N:12][CH:13]=[CH:14][CH:15]=3)[NH:10][CH:9]=2)[CH:5]=1, predict the reactants needed to synthesize it. The reactants are: Cl[C:2]1[CH:7]=[C:6]([C:8]2[C:16]3[C:11](=[N:12][CH:13]=[CH:14][CH:15]=3)[NH:10][CH:9]=2)[CH:5]=[C:4]([Cl:17])[N:3]=1.[CH3:18][C:19]([CH3:24])([CH2:22][NH2:23])[CH2:20][NH2:21].